This data is from Forward reaction prediction with 1.9M reactions from USPTO patents (1976-2016). The task is: Predict the product of the given reaction. (1) Given the reactants C([O:3][C:4]([C:6]1[C:26]([N:27]2[CH2:32][CH2:31][CH:30]([C:33]([F:36])([F:35])[F:34])[CH2:29][CH2:28]2)=[CH:25][C:9]2[N:10]([CH3:24])[C:11]([NH:13][C:14]3[C:19]([Cl:20])=[CH:18][CH:17]=[C:16]([CH2:21][NH2:22])[C:15]=3[Cl:23])=[N:12][C:8]=2[CH:7]=1)=[O:5])C.[OH-].[Na+], predict the reaction product. The product is: [Cl:23][C:15]1[C:16]([CH2:21][NH2:22])=[CH:17][CH:18]=[C:19]([Cl:20])[C:14]=1[NH:13][C:11]1[N:10]([CH3:24])[C:9]2[CH:25]=[C:26]([N:27]3[CH2:32][CH2:31][CH:30]([C:33]([F:36])([F:35])[F:34])[CH2:29][CH2:28]3)[C:6]([C:4]([OH:5])=[O:3])=[CH:7][C:8]=2[N:12]=1. (2) Given the reactants [Cl:1][C:2]1[CH:7]=[CH:6][N:5]=[C:4]2[CH:8]=[C:9]([Sn](C)(C)C)[S:10][C:3]=12.Br[C:16]1[CH:21]=[CH:20][CH:19]=[CH:18][N:17]=1, predict the reaction product. The product is: [Cl:1][C:2]1[CH:7]=[CH:6][N:5]=[C:4]2[CH:8]=[C:9]([C:16]3[CH:21]=[CH:20][CH:19]=[CH:18][N:17]=3)[S:10][C:3]=12. (3) Given the reactants [Br:1][C:2]1[CH:3]=[C:4]([SH:8])[CH:5]=[CH:6][CH:7]=1.C(=O)([O-])[O-].[K+].[K+].[CH3:15][C:16]([CH3:20])=[CH:17][CH2:18]Br.Cl, predict the reaction product. The product is: [Br:1][C:2]1[CH:7]=[CH:6][CH:5]=[C:4]([S:8][CH2:18][CH:17]=[C:16]([CH3:20])[CH3:15])[CH:3]=1.